From a dataset of Forward reaction prediction with 1.9M reactions from USPTO patents (1976-2016). Predict the product of the given reaction. (1) Given the reactants [Br:1][C:2]1[CH:3]=[C:4]([C:8]2[NH:12][N:11]=[N:10][N:9]=2)[CH:5]=[CH:6][CH:7]=1.[CH2:13](Br)[C:14]1[CH:19]=[CH:18][CH:17]=[CH:16][CH:15]=1.BrCC1C=CC=CC=1C, predict the reaction product. The product is: [CH2:13]([N:9]1[C:8]([C:4]2[CH:5]=[CH:6][CH:7]=[C:2]([Br:1])[CH:3]=2)=[N:12][N:11]=[N:10]1)[C:14]1[CH:19]=[CH:18][CH:17]=[CH:16][CH:15]=1. (2) The product is: [Cl:1][C:2]1[CH:41]=[CH:40][C:5]2[C:6](=[O:39])[N:7]([C:10]3[CH:15]=[CH:14][C:13]([NH:16][C:17]([NH:19][S:20]([C:32]4[CH:37]=[CH:36][CH:35]=[CH:34][CH:33]=4)(=[NH:22])=[O:21])=[O:18])=[CH:12][C:11]=3[CH3:38])[C:8](=[O:9])[C:4]=2[CH:3]=1. Given the reactants [Cl:1][C:2]1[CH:41]=[CH:40][C:5]2[C:6](=[O:39])[N:7]([C:10]3[CH:15]=[CH:14][C:13]([NH:16][C:17]([NH:19][S:20]([C:32]4[CH:37]=[CH:36][CH:35]=[CH:34][CH:33]=4)(=[N:22]CC4C=CC(OC)=CC=4)=[O:21])=[O:18])=[CH:12][C:11]=3[CH3:38])[C:8](=[O:9])[C:4]=2[CH:3]=1.O.[N+]([O-])([O-])=O.[NH4+], predict the reaction product. (3) Given the reactants [CH:1]1([CH2:6][CH:7]([C:12]2[CH:17]=[CH:16][C:15]([S:18][CH3:19])=[CH:14][N:13]=2)[C:8](=[O:11])[CH:9]=[CH2:10])[CH2:5][CH2:4][CH2:3][CH2:2]1.C(O)C.O1CCCC1.[Si:28]([O:35][CH:36]([C:38]1[CH:39]=[CH:40][C:41]([CH:44]=[O:45])=[N:42][CH:43]=1)[CH3:37])([C:31]([CH3:34])([CH3:33])[CH3:32])([CH3:30])[CH3:29], predict the reaction product. The product is: [Si:28]([O:35][CH:36]([C:38]1[CH:39]=[CH:40][C:41]([C:44](=[O:45])[CH2:10][CH2:9][C:8](=[O:11])[CH:7]([C:12]2[CH:17]=[CH:16][C:15]([S:18][CH3:19])=[CH:14][N:13]=2)[CH2:6][CH:1]2[CH2:2][CH2:3][CH2:4][CH2:5]2)=[N:42][CH:43]=1)[CH3:37])([C:31]([CH3:34])([CH3:32])[CH3:33])([CH3:30])[CH3:29]. (4) Given the reactants [N:1]1([C:12]([O:14][C:15]([CH3:18])([CH3:17])[CH3:16])=[O:13])[CH2:6][CH2:5][CH:4]([C:7]([O:9][CH2:10][CH3:11])=[O:8])[CH2:3][CH2:2]1.[Li+].[CH3:20][Si]([N-][Si](C)(C)C)(C)C.IC, predict the reaction product. The product is: [CH3:20][C:4]1([C:7]([O:9][CH2:10][CH3:11])=[O:8])[CH2:3][CH2:2][N:1]([C:12]([O:14][C:15]([CH3:17])([CH3:16])[CH3:18])=[O:13])[CH2:6][CH2:5]1.